This data is from Forward reaction prediction with 1.9M reactions from USPTO patents (1976-2016). The task is: Predict the product of the given reaction. (1) Given the reactants [Br:1][C:2]1[CH:3]=[CH:4][C:5]([Cl:19])=[C:6]([CH:8]([C:10]2[CH:15]=[CH:14][C:13]([O:16][CH2:17][CH3:18])=[CH:12][CH:11]=2)[OH:9])[CH:7]=1.O1C[CH2:23][CH2:22][CH2:21]1.[H-].[Na+].[H][H].C(Br)C=C.Cl, predict the reaction product. The product is: [CH2:23]([O:9][CH:8]([C:10]1[CH:15]=[CH:14][C:13]([O:16][CH2:17][CH3:18])=[CH:12][CH:11]=1)[C:6]1[CH:7]=[C:2]([Br:1])[CH:3]=[CH:4][C:5]=1[Cl:19])[CH:22]=[CH2:21]. (2) Given the reactants Cl[C:2]1[N:3]=[C:4]([NH:18][CH2:19][CH2:20][CH3:21])[C:5]2[N:6]=[C:7]([NH:16][CH3:17])[N:8]=[C:9]([NH:12][CH2:13][CH2:14][CH3:15])[C:10]=2[N:11]=1.[CH2:22]([NH:24][CH2:25][CH3:26])[CH3:23], predict the reaction product. The product is: [CH2:22]([N:24]([CH2:25][CH3:26])[C:2]1[N:3]=[C:4]([NH:18][CH2:19][CH2:20][CH3:21])[C:5]2[N:6]=[C:7]([NH:16][CH3:17])[N:8]=[C:9]([NH:12][CH2:13][CH2:14][CH3:15])[C:10]=2[N:11]=1)[CH3:23]. (3) Given the reactants [Br:1][C:2]1[NH:3][C:4]2[C:9]([CH:10]=1)=[C:8]([N+:11]([O-:13])=[O:12])[C:7]([O:14][C:15]1[CH:20]=[CH:19][C:18]([CH2:21][C:22]([O:24][CH3:25])=[O:23])=[CH:17][C:16]=1[O:26][CH3:27])=[CH:6][CH:5]=2.[C:28](O[C:28]([O:30][C:31]([CH3:34])([CH3:33])[CH3:32])=[O:29])([O:30][C:31]([CH3:34])([CH3:33])[CH3:32])=[O:29], predict the reaction product. The product is: [Br:1][C:2]1[N:3]([C:28]([O:30][C:31]([CH3:34])([CH3:33])[CH3:32])=[O:29])[C:4]2[C:9]([CH:10]=1)=[C:8]([N+:11]([O-:13])=[O:12])[C:7]([O:14][C:15]1[CH:20]=[CH:19][C:18]([CH2:21][C:22]([O:24][CH3:25])=[O:23])=[CH:17][C:16]=1[O:26][CH3:27])=[CH:6][CH:5]=2. (4) Given the reactants ClC(Cl)(O[C:5](=[O:11])OC(Cl)(Cl)Cl)Cl.[C:13]1([CH3:29])[CH:18]=[CH:17][CH:16]=[CH:15][C:14]=1[C@@H:19]1[NH:24][CH2:23][CH2:22][N:21]2[C:25](=[O:28])[CH2:26][CH2:27][C@@H:20]12.[CH2:30]([C:32]1[CH:37]=[C:36]([C:38]([F:41])([F:40])[F:39])[N:35]=[C:34]([C@H:42]([NH:44][CH3:45])[CH3:43])[CH:33]=1)[CH3:31], predict the reaction product. The product is: [CH2:30]([C:32]1[CH:37]=[C:36]([C:38]([F:41])([F:39])[F:40])[N:35]=[C:34]([C@H:42]([N:44]([CH3:45])[C:5]([N:24]2[CH2:23][CH2:22][N:21]3[C:25](=[O:28])[CH2:26][CH2:27][C@H:20]3[C@@H:19]2[C:14]2[CH:15]=[CH:16][CH:17]=[CH:18][C:13]=2[CH3:29])=[O:11])[CH3:43])[CH:33]=1)[CH3:31]. (5) Given the reactants [Cl:1][C:2]1[CH:7]=[C:6]([CH2:8][OH:9])[C:5]([O:10][CH3:11])=[CH:4][C:3]=1[OH:12].Br[CH2:14][C:15]([O:17][C:18]([CH3:21])([CH3:20])[CH3:19])=[O:16].C(=O)([O-])[O-].[K+].[K+], predict the reaction product. The product is: [Cl:1][C:2]1[CH:7]=[C:6]([CH2:8][OH:9])[C:5]([O:10][CH3:11])=[CH:4][C:3]=1[O:12][CH2:14][C:15]([O:17][C:18]([CH3:21])([CH3:20])[CH3:19])=[O:16]. (6) Given the reactants Cl[C:2]1[C:7]([C:8]#[N:9])=[C:6]([C:10]2[CH:11]=[N:12][CH:13]=[C:14]([O:16][CH3:17])[CH:15]=2)[N:5]=[CH:4][N:3]=1.[SH:18][CH2:19][C:20]([NH2:22])=[O:21].[C:23](=O)([O-])[O-].[K+].[K+], predict the reaction product. The product is: [NH2:9][C:8]1[C:7]2[C:6]([C:10]3[CH:11]=[N:12][CH:13]=[C:14]([O:16][CH3:17])[CH:15]=3)=[N:5][C:4]([CH3:23])=[N:3][C:2]=2[S:18][C:19]=1[C:20]([NH2:22])=[O:21].